The task is: Regression. Given a peptide amino acid sequence and an MHC pseudo amino acid sequence, predict their binding affinity value. This is MHC class I binding data.. This data is from Peptide-MHC class I binding affinity with 185,985 pairs from IEDB/IMGT. (1) The peptide sequence is VMGVIGFGF. The MHC is HLA-B46:01 with pseudo-sequence HLA-B46:01. The binding affinity (normalized) is 0.0847. (2) The peptide sequence is YLARYSGSM. The MHC is HLA-B15:02 with pseudo-sequence HLA-B15:02. The binding affinity (normalized) is 0.763. (3) The peptide sequence is RMILPMSRAFR. The MHC is HLA-A02:01 with pseudo-sequence HLA-A02:01. The binding affinity (normalized) is 0.0847. (4) The peptide sequence is REDQWCGSLI. The MHC is HLA-B44:03 with pseudo-sequence HLA-B44:03. The binding affinity (normalized) is 0.373. (5) The peptide sequence is VPRLGDKTF. The MHC is HLA-B57:01 with pseudo-sequence HLA-B57:01. The binding affinity (normalized) is 0.0847. (6) The peptide sequence is KVCRSPAQK. The MHC is HLA-A03:01 with pseudo-sequence HLA-A03:01. The binding affinity (normalized) is 0.307. (7) The peptide sequence is VFSPFGYSF. The MHC is HLA-B15:17 with pseudo-sequence HLA-B15:17. The binding affinity (normalized) is 0.262. (8) The peptide sequence is SQLPPACPV. The MHC is HLA-A80:01 with pseudo-sequence HLA-A80:01. The binding affinity (normalized) is 0.0847. (9) The peptide sequence is AYATAQEAY. The binding affinity (normalized) is 0.637. The MHC is HLA-A30:02 with pseudo-sequence HLA-A30:02.